This data is from CYP2C19 inhibition data for predicting drug metabolism from PubChem BioAssay. The task is: Regression/Classification. Given a drug SMILES string, predict its absorption, distribution, metabolism, or excretion properties. Task type varies by dataset: regression for continuous measurements (e.g., permeability, clearance, half-life) or binary classification for categorical outcomes (e.g., BBB penetration, CYP inhibition). Dataset: cyp2c19_veith. (1) The drug is N#Cc1c(NC(=O)CCN2C(=O)c3ccccc3C2=O)oc(-c2ccccc2)c1-c1ccccc1. The result is 1 (inhibitor). (2) The drug is Nc1ncnc2c1ncn2[C@@H]1O[C@@H]2COP(=O)(O)O[C@H]2[C@@H]1O. The result is 0 (non-inhibitor).